From a dataset of Full USPTO retrosynthesis dataset with 1.9M reactions from patents (1976-2016). Predict the reactants needed to synthesize the given product. (1) Given the product [Cl:8][C:6]1[N:5]=[N:4][C:3]([O:20][C:14]2[C:15]([CH3:19])=[CH:16][CH:17]=[CH:18][C:13]=2[CH:10]2[CH2:11][CH2:12]2)=[C:2]([OH:1])[CH:7]=1, predict the reactants needed to synthesize it. The reactants are: [OH:1][C:2]1[CH:7]=[C:6]([Cl:8])[N:5]=[N:4][C:3]=1Cl.[CH:10]1([C:13]2[CH:18]=[CH:17][CH:16]=[C:15]([CH3:19])[C:14]=2[OH:20])[CH2:12][CH2:11]1.C(C1C=CC=CC=1)CCC.[OH-].[K+].Cl. (2) Given the product [F:1][C:2]1[CH:7]=[CH:6][C:5]([F:8])=[CH:4][C:3]=1[N:9]1[C:13]([O:14][S:34]([C:37]([F:40])([F:39])[F:38])(=[O:36])=[O:35])=[CH:12][C:11]([C:15]([O:17][CH2:18][CH3:19])=[O:16])=[N:10]1, predict the reactants needed to synthesize it. The reactants are: [F:1][C:2]1[CH:7]=[CH:6][C:5]([F:8])=[CH:4][C:3]=1[N:9]1[C:13]([OH:14])=[CH:12][C:11]([C:15]([O:17][CH2:18][CH3:19])=[O:16])=[N:10]1.C(N(CC)CC)C.C1C=CC(N([S:34]([C:37]([F:40])([F:39])[F:38])(=[O:36])=[O:35])[S:34]([C:37]([F:40])([F:39])[F:38])(=[O:36])=[O:35])=CC=1.O.